From a dataset of NCI-60 drug combinations with 297,098 pairs across 59 cell lines. Regression. Given two drug SMILES strings and cell line genomic features, predict the synergy score measuring deviation from expected non-interaction effect. Drug 1: CNC(=O)C1=CC=CC=C1SC2=CC3=C(C=C2)C(=NN3)C=CC4=CC=CC=N4. Drug 2: CC1=C(C=C(C=C1)NC(=O)C2=CC=C(C=C2)CN3CCN(CC3)C)NC4=NC=CC(=N4)C5=CN=CC=C5. Cell line: U251. Synergy scores: CSS=14.5, Synergy_ZIP=-5.05, Synergy_Bliss=-2.19, Synergy_Loewe=-13.1, Synergy_HSA=-0.668.